From a dataset of Reaction yield outcomes from USPTO patents with 853,638 reactions. Predict the reaction yield, written as a fraction of the theoretical maximum amount of product (1.0 means a 100% yield; for example, 0.34 means a 34% yield). (1) The reactants are [CH:1]1[C:10]2[C@H:11]3[CH2:16][NH:15][CH2:14][CH2:13][C@H:12]3[N:8]3[C:9]=2[C:4]([CH2:5][CH2:6][CH2:7]3)=[CH:3][CH:2]=1.Cl[CH2:18][CH2:19][CH2:20][C:21]([C:23]1[CH:28]=[CH:27][N:26]=[CH:25][CH:24]=1)=[O:22].C([O-])([O-])=O.[K+].[K+]. No catalyst specified. The product is [CH:1]1[C:10]2[C@H:11]3[CH2:16][N:15]([CH2:18][CH2:19][CH2:20][C:21]([C:23]4[CH:28]=[CH:27][N:26]=[CH:25][CH:24]=4)=[O:22])[CH2:14][CH2:13][C@H:12]3[N:8]3[C:9]=2[C:4]([CH2:5][CH2:6][CH2:7]3)=[CH:3][CH:2]=1. The yield is 0.180. (2) The reactants are [F:1][C:2]1[CH:7]=[CH:6][C:5]([CH:8]2[C:16]3[C:11](=[CH:12][CH:13]=[CH:14][CH:15]=3)[CH:10]([C:17]3[CH:22]=[CH:21][C:20]4[O:23][CH2:24][O:25][C:19]=4[CH:18]=3)[CH:9]2[C:26]([O-:28])=[O:27])=[CH:4][CH:3]=1.FC1C=CC(C2C3C(=CC=CC=3)C(C3C=CC4OCOC=4C=3)=C2C(OCC)=O)=CC=1. The catalyst is CCO.[Pd]. The product is [F:1][C:2]1[CH:7]=[CH:6][C:5]([CH:8]2[C:16]3[C:11](=[CH:12][CH:13]=[CH:14][CH:15]=3)[CH:10]([C:17]3[CH:22]=[CH:21][C:20]4[O:23][CH2:24][O:25][C:19]=4[CH:18]=3)[CH:9]2[C:26]([OH:28])=[O:27])=[CH:4][CH:3]=1. The yield is 1.00. (3) The reactants are N[C:2]1[CH:3]=[CH:4][C:5]([Cl:8])=[N:6][CH:7]=1.N([O-])=O.[Na+].[S:13](=[O:15])=[O:14].[ClH:16]. No catalyst specified. The product is [Cl:8][C:5]1[N:6]=[CH:7][C:2]([S:13]([Cl:16])(=[O:15])=[O:14])=[CH:3][CH:4]=1. The yield is 0.580.